This data is from NCI-60 drug combinations with 297,098 pairs across 59 cell lines. The task is: Regression. Given two drug SMILES strings and cell line genomic features, predict the synergy score measuring deviation from expected non-interaction effect. (1) Drug 1: CCCS(=O)(=O)NC1=C(C(=C(C=C1)F)C(=O)C2=CNC3=C2C=C(C=N3)C4=CC=C(C=C4)Cl)F. Drug 2: CN(CCCl)CCCl.Cl. Cell line: UACC62. Synergy scores: CSS=52.9, Synergy_ZIP=7.10, Synergy_Bliss=6.55, Synergy_Loewe=-4.42, Synergy_HSA=6.57. (2) Drug 1: C1CC(=O)NC(=O)C1N2CC3=C(C2=O)C=CC=C3N. Drug 2: C1=CC=C(C=C1)NC(=O)CCCCCCC(=O)NO. Cell line: PC-3. Synergy scores: CSS=25.4, Synergy_ZIP=-4.18, Synergy_Bliss=3.46, Synergy_Loewe=6.79, Synergy_HSA=6.80. (3) Drug 1: C1C(C(OC1N2C=NC3=C(N=C(N=C32)Cl)N)CO)O. Drug 2: COCCOC1=C(C=C2C(=C1)C(=NC=N2)NC3=CC=CC(=C3)C#C)OCCOC.Cl. Cell line: DU-145. Synergy scores: CSS=29.8, Synergy_ZIP=-2.62, Synergy_Bliss=5.41, Synergy_Loewe=-18.5, Synergy_HSA=5.21. (4) Drug 1: C1CN1C2=NC(=NC(=N2)N3CC3)N4CC4. Drug 2: CC1=C(C(=O)C2=C(C1=O)N3CC4C(C3(C2COC(=O)N)OC)N4)N. Cell line: RXF 393. Synergy scores: CSS=15.2, Synergy_ZIP=0.835, Synergy_Bliss=2.70, Synergy_Loewe=0.297, Synergy_HSA=1.18. (5) Drug 1: C1CCC(C1)C(CC#N)N2C=C(C=N2)C3=C4C=CNC4=NC=N3. Drug 2: CNC(=O)C1=NC=CC(=C1)OC2=CC=C(C=C2)NC(=O)NC3=CC(=C(C=C3)Cl)C(F)(F)F. Cell line: CCRF-CEM. Synergy scores: CSS=40.2, Synergy_ZIP=0.969, Synergy_Bliss=3.10, Synergy_Loewe=0.800, Synergy_HSA=0.672. (6) Drug 1: CN1C(=O)N2C=NC(=C2N=N1)C(=O)N. Drug 2: C1=CC=C(C=C1)NC(=O)CCCCCCC(=O)NO. Cell line: SF-268. Synergy scores: CSS=-10.9, Synergy_ZIP=-0.0769, Synergy_Bliss=-3.91, Synergy_Loewe=-27.3, Synergy_HSA=-17.1. (7) Drug 1: C1=CC(=CC=C1CCCC(=O)O)N(CCCl)CCCl. Drug 2: C1C(C(OC1N2C=NC3=C2NC=NCC3O)CO)O. Cell line: SR. Synergy scores: CSS=31.8, Synergy_ZIP=-9.60, Synergy_Bliss=-17.0, Synergy_Loewe=-17.1, Synergy_HSA=-14.9. (8) Drug 1: C1=NC(=NC(=O)N1C2C(C(C(O2)CO)O)O)N. Drug 2: COC1=C2C(=CC3=C1OC=C3)C=CC(=O)O2. Cell line: MCF7. Synergy scores: CSS=5.57, Synergy_ZIP=-4.28, Synergy_Bliss=-2.44, Synergy_Loewe=-4.80, Synergy_HSA=-1.19. (9) Drug 1: C1CC(=O)NC(=O)C1N2CC3=C(C2=O)C=CC=C3N. Drug 2: CC12CCC3C(C1CCC2=O)CC(=C)C4=CC(=O)C=CC34C. Cell line: MCF7. Synergy scores: CSS=7.36, Synergy_ZIP=0.574, Synergy_Bliss=-2.29, Synergy_Loewe=-19.9, Synergy_HSA=-0.860. (10) Drug 1: C1=NC2=C(N1)C(=S)N=C(N2)N. Drug 2: CC(C1=C(C=CC(=C1Cl)F)Cl)OC2=C(N=CC(=C2)C3=CN(N=C3)C4CCNCC4)N. Cell line: SNB-75. Synergy scores: CSS=1.90, Synergy_ZIP=-4.40, Synergy_Bliss=-0.960, Synergy_Loewe=-3.51, Synergy_HSA=-1.79.